From a dataset of Catalyst prediction with 721,799 reactions and 888 catalyst types from USPTO. Predict which catalyst facilitates the given reaction. (1) The catalyst class is: 32. Reactant: Cl[C:2]1[N:7]=[C:6]([C:8]2[C:9]([C:17]3[CH:18]=[C:19]([NH:23][C:24](=[O:33])[C:25]4[C:30]([F:31])=[CH:29][CH:28]=[CH:27][C:26]=4[F:32])[CH:20]=[CH:21][CH:22]=3)=[N:10][N:11]3[CH:16]=[CH:15][CH:14]=[CH:13][C:12]=23)[CH:5]=[CH:4][N:3]=1.[CH3:34][N:35]([CH3:48])[CH2:36][CH2:37][O:38][C:39]1[CH:40]=[C:41]([CH:43]=[CH:44][C:45]=1[O:46][CH3:47])[NH2:42].Cl. Product: [CH3:48][N:35]([CH3:34])[CH2:36][CH2:37][O:38][C:39]1[CH:40]=[C:41]([NH:42][C:2]2[N:7]=[C:6]([C:8]3[C:9]([C:17]4[CH:18]=[C:19]([NH:23][C:24](=[O:33])[C:25]5[C:30]([F:31])=[CH:29][CH:28]=[CH:27][C:26]=5[F:32])[CH:20]=[CH:21][CH:22]=4)=[N:10][N:11]4[CH:16]=[CH:15][CH:14]=[CH:13][C:12]=34)[CH:5]=[CH:4][N:3]=2)[CH:43]=[CH:44][C:45]=1[O:46][CH3:47]. (2) Reactant: [CH2:1]([O:8][C@@H:9]1[C@@H:15]([O:16][CH2:17][C:18]2[CH:23]=[CH:22][CH:21]=[CH:20][CH:19]=2)[C@H:14]([O:24][CH2:25][C:26]2[CH:31]=[CH:30][CH:29]=[CH:28][CH:27]=2)[C@@H:13]([CH2:32][O:33][CH2:34][C:35]2[CH:40]=[CH:39][CH:38]=[CH:37][CH:36]=2)[O:12][C:10]1=[O:11])[C:2]1[CH:7]=[CH:6][CH:5]=[CH:4][CH:3]=1.[Li][CH3:42]. Product: [CH2:1]([O:8][C@@H:9]1[C@@H:15]([O:16][CH2:17][C:18]2[CH:23]=[CH:22][CH:21]=[CH:20][CH:19]=2)[C@H:14]([O:24][CH2:25][C:26]2[CH:27]=[CH:28][CH:29]=[CH:30][CH:31]=2)[C@@H:13]([CH2:32][O:33][CH2:34][C:35]2[CH:36]=[CH:37][CH:38]=[CH:39][CH:40]=2)[O:12][C:10]1([OH:11])[CH3:42])[C:2]1[CH:3]=[CH:4][CH:5]=[CH:6][CH:7]=1. The catalyst class is: 1. (3) Reactant: [F:1][C:2]([F:23])([F:22])[C:3]1[CH:4]=[C:5]2[C:10](=[CH:11][CH:12]=1)[N:9]=[N:8][CH:7]=[C:6]2[NH:13][CH2:14][C:15]([O:17]C(C)(C)C)=[O:16]. Product: [F:23][C:2]([F:1])([F:22])[C:3]1[CH:4]=[C:5]2[C:10](=[CH:11][CH:12]=1)[N:9]=[N:8][CH:7]=[C:6]2[NH:13][CH2:14][C:15]([OH:17])=[O:16]. The catalyst class is: 620. (4) Reactant: [Br:1][C:2]1[CH:6]=[C:5]([C:7]2[CH:12]=[CH:11][CH:10]=[CH:9][CH:8]=2)[NH:4][N:3]=1.[H-].[Na+].Br[CH2:16][CH:17]1[CH2:19][CH2:18]1.O. Product: [Br:1][C:2]1[CH:6]=[C:5]([C:7]2[CH:12]=[CH:11][CH:10]=[CH:9][CH:8]=2)[N:4]([CH2:16][CH:17]2[CH2:19][CH2:18]2)[N:3]=1.[Br:1][C:2]1[N:3]([CH2:16][CH:17]2[CH2:19][CH2:18]2)[N:4]=[C:5]([C:7]2[CH:12]=[CH:11][CH:10]=[CH:9][CH:8]=2)[CH:6]=1. The catalyst class is: 3. (5) Reactant: [CH2:1]([O:3][C:4]([C:6]1[CH:14]=[C:13]([OH:15])[C:9]2[O:10][CH2:11][O:12][C:8]=2[CH:7]=1)=[O:5])[CH3:2].[Cl:16][C:17]1[CH:22]=[C:21]([Cl:23])[CH:20]=[CH:19][C:18]=1[CH2:24][CH2:25]O.C1(P(C2C=CC=CC=2)C2C=CC=CC=2)C=CC=CC=1.CCOC(/N=N/C(OCC)=O)=O. Product: [CH2:1]([O:3][C:4]([C:6]1[CH:14]=[C:13]([O:15][CH2:25][CH2:24][C:18]2[CH:19]=[CH:20][C:21]([Cl:23])=[CH:22][C:17]=2[Cl:16])[C:9]2[O:10][CH2:11][O:12][C:8]=2[CH:7]=1)=[O:5])[CH3:2]. The catalyst class is: 7. (6) Reactant: [F:1][C:2]([F:12])([F:11])[O:3][C:4]1[CH:9]=[CH:8][CH:7]=[CH:6][C:5]=1[OH:10].C(N(CC)CC)C.[Mg+2].[Cl-].[Cl-].[CH2:23]=[O:24].O=P12OP3(OP(OP(O3)(O1)=O)(=O)O2)=O. Product: [OH:10][C:5]1[C:4]([O:3][C:2]([F:11])([F:12])[F:1])=[CH:9][CH:8]=[CH:7][C:6]=1[CH:23]=[O:24]. The catalyst class is: 10. (7) Reactant: S(Cl)(Cl)(=O)=O.[CH3:6][N:7]1[C:11]([C:12](=O)[CH2:13][C:14]([O:16][CH2:17][CH3:18])=[O:15])=[N:10][CH:9]=[N:8]1.[NH2:20][C:21]([NH2:23])=[S:22].C(O)C. Product: [NH2:23][C:21]1[S:22][C:13]([C:14]([O:16][CH2:17][CH3:18])=[O:15])=[C:12]([C:11]2[N:7]([CH3:6])[N:8]=[CH:9][N:10]=2)[N:20]=1. The catalyst class is: 2. (8) Reactant: [C:1]1([CH2:7][C@H:8]([NH:12][C:13]([C:15]2[CH:20]=[N:19][CH:18]=[CH:17][N:16]=2)=[O:14])[C:9]([OH:11])=O)[CH:6]=[CH:5][CH:4]=[CH:3][CH:2]=1.Cl.[CH3:22][C@:23]12[C@H]3C[C@H](C3(C)C)[CH2:34][C@H:24]1[O:25][B:26]([C@@H:28]([NH2:33])[CH2:29][CH:30]([CH3:32])[CH3:31])[O:27]2.C([N:44](CC)C(C)C)(C)C. Product: [O:25]1[CH2:24][CH2:34][NH:44][CH2:22][CH2:23][O:27][B:26]1[C@@H:28]([NH:33][C:9](=[O:11])[C@@H:8]([NH:12][C:13]([C:15]1[CH:20]=[N:19][CH:18]=[CH:17][N:16]=1)=[O:14])[CH2:7][C:1]1[CH:2]=[CH:3][CH:4]=[CH:5][CH:6]=1)[CH2:29][CH:30]([CH3:32])[CH3:31]. The catalyst class is: 9.